From a dataset of Catalyst prediction with 721,799 reactions and 888 catalyst types from USPTO. Predict which catalyst facilitates the given reaction. (1) Reactant: [N:1](=[C:3]1[CH2:9][CH2:8][CH2:7][CH2:6][CH2:5][NH:4]1)[OH:2].[C:10](N1C=CN=C1)(N1C=CN=C1)=[O:11]. Product: [N:1]1[O:2][C:10](=[O:11])[N:4]2[CH2:5][CH2:6][CH2:7][CH2:8][CH2:9][C:3]=12. The catalyst class is: 2. (2) Reactant: Br[CH2:2][C:3]([NH:5][C:6]1[O:10][N:9]=[C:8]([CH3:11])[CH:7]=1)=[O:4].[C:12]([N:19]1[CH2:24][CH2:23][NH:22][CH2:21][CH2:20]1)([O:14][C:15]([CH3:18])([CH3:17])[CH3:16])=[O:13]. The catalyst class is: 4. Product: [CH3:11][C:8]1[CH:7]=[C:6]([NH:5][C:3](=[O:4])[CH2:2][N:22]2[CH2:21][CH2:20][N:19]([C:12]([O:14][C:15]([CH3:18])([CH3:17])[CH3:16])=[O:13])[CH2:24][CH2:23]2)[O:10][N:9]=1.